Dataset: Full USPTO retrosynthesis dataset with 1.9M reactions from patents (1976-2016). Task: Predict the reactants needed to synthesize the given product. (1) The reactants are: [C:1]([O:5][C:6]([N:8]1[CH2:11][CH:10]([N+:12]([O-:42])([CH2:14][CH2:15][N:16]2[C:21]3[N:22]=[C:23](S(C)=O)[N:24]=[CH:25][C:20]=3[CH:19]=[C:18]([C:29]3[C:34]([Cl:35])=[C:33]([O:36][CH3:37])[CH:32]=[C:31]([O:38][CH3:39])[C:30]=3[Cl:40])[C:17]2=[O:41])[CH3:13])[CH2:9]1)=[O:7])([CH3:4])([CH3:3])[CH3:2].[CH3:43][NH2:44]. Given the product [C:1]([O:5][C:6]([N:8]1[CH2:11][CH:10]([N+:12]([O-:42])([CH2:14][CH2:15][N:16]2[C:21]3[N:22]=[C:23]([NH:44][CH3:43])[N:24]=[CH:25][C:20]=3[CH:19]=[C:18]([C:29]3[C:34]([Cl:35])=[C:33]([O:36][CH3:37])[CH:32]=[C:31]([O:38][CH3:39])[C:30]=3[Cl:40])[C:17]2=[O:41])[CH3:13])[CH2:9]1)=[O:7])([CH3:4])([CH3:3])[CH3:2], predict the reactants needed to synthesize it. (2) The reactants are: [N+:1]([C:4]1[CH:5]=[C:6]([OH:14])[CH:7]=[C:8]([C:10]([F:13])([F:12])[F:11])[CH:9]=1)([O-])=O.[H][H]. Given the product [NH2:1][C:4]1[CH:5]=[C:6]([OH:14])[CH:7]=[C:8]([C:10]([F:11])([F:12])[F:13])[CH:9]=1, predict the reactants needed to synthesize it. (3) The reactants are: C([O:8][N:9]([CH2:12][C@@H:13]([CH2:17][CH2:18][CH2:19][CH3:20])[C:14](O)=[O:15])[CH:10]=[O:11])C1C=CC=CC=1.[NH2:21][C:22]1[CH:35]=[CH:34][C:25]2[NH:26][C:27]([C@@H:29]3[CH2:33][CH2:32][CH2:31][NH:30]3)=[N:28][C:24]=2[CH:23]=1. Given the product [NH2:21][C:22]1[CH:35]=[CH:34][C:25]2[NH:26][C:27]([C@@H:29]3[CH2:33][CH2:32][CH2:31][N:30]3[C:14]([C@H:13]([CH2:17][CH2:18][CH2:19][CH3:20])[CH2:12][N:9]([OH:8])[CH:10]=[O:11])=[O:15])=[N:28][C:24]=2[CH:23]=1, predict the reactants needed to synthesize it. (4) The reactants are: [CH3:1][O:2][CH2:3][C:4]([CH3:15])([CH3:14])[C:5]([NH:7][C:8]1[CH:13]=[CH:12][CH:11]=[CH:10][N:9]=1)=O.[H-].[Al+3].[Li+].[H-].[H-].[H-].O.[OH-].[Na+]. Given the product [CH3:1][O:2][CH2:3][C:4]([CH3:15])([CH3:14])[CH2:5][NH:7][C:8]1[CH:13]=[CH:12][CH:11]=[CH:10][N:9]=1, predict the reactants needed to synthesize it. (5) Given the product [C:46]([NH:45][S:42]([C:3]1[CH:4]=[C:5]([C:8]([N:10]2[CH2:11][CH2:12][C:13]([CH2:22][CH2:23][N:24]3[CH:29]4[CH2:30][CH2:31][CH:25]3[CH2:26][CH:27]([N:32]3[C:36]5[CH:37]=[CH:38][CH:39]=[CH:40][C:35]=5[N:34]=[C:33]3[CH3:41])[CH2:28]4)([C:16]3[CH:17]=[CH:18][CH:19]=[CH:20][CH:21]=3)[CH2:14][CH2:15]2)=[O:9])[CH:6]=[CH:7][C:2]=1[Cl:1])(=[O:43])=[O:44])(=[O:48])[CH3:47], predict the reactants needed to synthesize it. The reactants are: [Cl:1][C:2]1[CH:7]=[CH:6][C:5]([C:8]([N:10]2[CH2:15][CH2:14][C:13]([CH2:22][CH2:23][N:24]3[CH:29]4[CH2:30][CH2:31][CH:25]3[CH2:26][CH:27]([N:32]3[C:36]5[CH:37]=[CH:38][CH:39]=[CH:40][C:35]=5[N:34]=[C:33]3[CH3:41])[CH2:28]4)([C:16]3[CH:21]=[CH:20][CH:19]=[CH:18][CH:17]=3)[CH2:12][CH2:11]2)=[O:9])=[CH:4][C:3]=1[S:42]([NH2:45])(=[O:44])=[O:43].[C:46](Br)(=[O:48])[CH3:47]. (6) Given the product [F:29][C:30]1[CH:35]=[CH:34][C:33]([NH:36][C:37](=[O:38])[N:5]([C:6]2[CH:7]=[CH:8][C:9]([C:12]3[NH:20][C:19]4[C:18](=[O:21])[N:17]([CH2:22][CH2:23][CH3:24])[C:16](=[O:25])[N:15]([CH2:26][CH2:27][CH3:28])[C:14]=4[CH:13]=3)=[CH:10][N:11]=2)[CH2:4][CH2:3][O:2][CH3:1])=[CH:32][CH:31]=1, predict the reactants needed to synthesize it. The reactants are: [CH3:1][O:2][CH2:3][CH2:4][NH:5][C:6]1[N:11]=[CH:10][C:9]([C:12]2[NH:20][C:19]3[C:18](=[O:21])[N:17]([CH2:22][CH2:23][CH3:24])[C:16](=[O:25])[N:15]([CH2:26][CH2:27][CH3:28])[C:14]=3[CH:13]=2)=[CH:8][CH:7]=1.[F:29][C:30]1[CH:35]=[CH:34][C:33]([N:36]=[C:37]=[O:38])=[CH:32][CH:31]=1. (7) Given the product [CH3:30][CH2:31][CH2:32][CH2:33][CH:22]([CH2:21][O:20][C:15]([CH:16]=[CH2:18])=[O:19])[CH2:23][CH3:24].[CH3:33][CH2:32][CH2:31][CH2:30][O:29][C:25]([CH:26]=[CH2:27])=[O:28], predict the reactants needed to synthesize it. The reactants are: [O-][Si]([O-])([O-])[O-].[Mg+2].[Al+3].C(OC)(=O)C(C)=C.[C:15]([O:20][CH2:21][CH2:22][CH2:23][CH3:24])(=[O:19])[C:16]([CH3:18])=C.[C:25]([O:29][CH2:30][CH2:31][CH2:32][CH3:33])(=[O:28])[CH:26]=[CH2:27].C(OCCC[Si](OC)(OC)OC)(=O)C(C)=C.S(OOS([O-])(=O)=O)([O-])(=O)=O.[K+].[K+].